Predict the reactants needed to synthesize the given product. From a dataset of Full USPTO retrosynthesis dataset with 1.9M reactions from patents (1976-2016). Given the product [F:20][C:19]([F:22])([F:21])[S:16]([O:1][C@@H:2]1[C:6]([CH3:8])([CH3:7])[CH2:5][O:4][C:3]1=[O:9])(=[O:18])=[O:17], predict the reactants needed to synthesize it. The reactants are: [OH:1][C@@H:2]1[C:6]([CH3:8])([CH3:7])[CH2:5][O:4][C:3]1=[O:9].N1C=CC=CC=1.[S:16](O[S:16]([C:19]([F:22])([F:21])[F:20])(=[O:18])=[O:17])([C:19]([F:22])([F:21])[F:20])(=[O:18])=[O:17].